Dataset: Full USPTO retrosynthesis dataset with 1.9M reactions from patents (1976-2016). Task: Predict the reactants needed to synthesize the given product. Given the product [C:39]([O:43][C:44]([NH:45][CH2:46][C:47]1[C:51]([CH3:52])=[N:50][N:49]([CH2:53][C@@H:54]2[C@H:57]([NH:58][C:23](=[O:24])/[C:22](=[N:21]\[O:20][C:17]3([C:15]([O:14][CH:1]([C:2]4[CH:7]=[CH:6][CH:5]=[CH:4][CH:3]=4)[C:8]4[CH:9]=[CH:10][CH:11]=[CH:12][CH:13]=4)=[O:16])[CH2:18][CH2:19]3)/[C:26]3[N:27]=[C:28]([NH:31][C:32]([O:34][C:35]([CH3:38])([CH3:37])[CH3:36])=[O:33])[S:29][CH:30]=3)[C:56](=[O:59])[NH:55]2)[N:48]=1)=[O:60])([CH3:42])([CH3:40])[CH3:41], predict the reactants needed to synthesize it. The reactants are: [CH:1]([O:14][C:15]([C:17]1([O:20]/[N:21]=[C:22](/[C:26]2[N:27]=[C:28]([NH:31][C:32]([O:34][C:35]([CH3:38])([CH3:37])[CH3:36])=[O:33])[S:29][CH:30]=2)\[C:23](O)=[O:24])[CH2:19][CH2:18]1)=[O:16])([C:8]1[CH:13]=[CH:12][CH:11]=[CH:10][CH:9]=1)[C:2]1[CH:7]=[CH:6][CH:5]=[CH:4][CH:3]=1.[C:39]([O:43][C:44](=[O:60])[NH:45][CH2:46][C:47]1[C:51]([CH3:52])=[N:50][N:49]([CH2:53][C@@H:54]2[C@H:57]([NH2:58])[C:56](=[O:59])[NH:55]2)[N:48]=1)([CH3:42])([CH3:41])[CH3:40].CN(C(ON1N=NC2C=CC=NC1=2)=[N+](C)C)C.F[P-](F)(F)(F)(F)F.CCN(C(C)C)C(C)C.